From a dataset of Forward reaction prediction with 1.9M reactions from USPTO patents (1976-2016). Predict the product of the given reaction. (1) Given the reactants [Cl:1][C:2]1[CH:7]=[CH:6][C:5]([O:8][C:9]2[CH:14]=[CH:13][C:12]([CH2:15][CH2:16][O:17][C:18]3[NH:19][CH:20]=[C:21]([CH2:25][CH3:26])[C:22](=[O:24])[N:23]=3)=[CH:11][CH:10]=2)=[CH:4][C:3]=1[C:27]([F:30])([F:29])[F:28].[CH3:31]CN(C(C)C)C(C)C.CI, predict the reaction product. The product is: [Cl:1][C:2]1[CH:7]=[CH:6][C:5]([O:8][C:9]2[CH:10]=[CH:11][C:12]([CH2:15][CH2:16][O:17][C:18]3[N:19]([CH3:31])[CH:20]=[C:21]([CH2:25][CH3:26])[C:22](=[O:24])[N:23]=3)=[CH:13][CH:14]=2)=[CH:4][C:3]=1[C:27]([F:28])([F:30])[F:29]. (2) Given the reactants [CH3:1][CH2:2][O:3][C:4]([C:6]1[NH:10][C:9]([C:11]([O:13][C:14]([CH3:17])([CH3:16])[CH3:15])=[O:12])=[CH:8][N:7]=1)=[O:5].C(=O)([O-])[O-].[K+].[K+].Br[CH2:25][C:26]1[CH:30]=[C:29]([C:31]2[S:32][C:33]([Cl:36])=[CH:34][CH:35]=2)[O:28][N:27]=1, predict the reaction product. The product is: [CH3:1][CH2:2][O:3][C:4]([C:6]1[N:10]([CH2:25][C:26]2[CH:30]=[C:29]([C:31]3[S:32][C:33]([Cl:36])=[CH:34][CH:35]=3)[O:28][N:27]=2)[C:9]([C:11]([O:13][C:14]([CH3:16])([CH3:15])[CH3:17])=[O:12])=[CH:8][N:7]=1)=[O:5]. (3) Given the reactants [Cl:1][C:2]1[CH:7]=[C:6]2[NH:8][C:9](=[O:41])[C:10]3([CH:15]([C:16]4[CH:21]=[C:20]([Cl:22])[CH:19]=[CH:18][C:17]=4[O:23][C:24]([C:27]([O:29]CC)=[O:28])([CH3:26])[CH3:25])[CH2:14][C:13](=[O:32])[NH:12][CH:11]3[C:33]3[CH:38]=[C:37]([F:39])[CH:36]=[CH:35][C:34]=3[Cl:40])[C:5]2=[CH:4][CH:3]=1.[OH-].[Na+].O, predict the reaction product. The product is: [Cl:1][C:2]1[CH:7]=[C:6]2[NH:8][C:9](=[O:41])[C:10]3([CH:15]([C:16]4[CH:21]=[C:20]([Cl:22])[CH:19]=[CH:18][C:17]=4[O:23][C:24]([C:27]([OH:29])=[O:28])([CH3:25])[CH3:26])[CH2:14][C:13](=[O:32])[NH:12][CH:11]3[C:33]3[CH:38]=[C:37]([F:39])[CH:36]=[CH:35][C:34]=3[Cl:40])[C:5]2=[CH:4][CH:3]=1. (4) Given the reactants C([C@H]1COC(=O)N1[C:14](=[O:25])[C@H:15]([C:17]1[CH:22]=[CH:21][C:20]([Br:23])=[CH:19][C:18]=1[F:24])[CH3:16])C1C=CC=CC=1.[BH4-].[Na+], predict the reaction product. The product is: [Br:23][C:20]1[CH:21]=[CH:22][C:17]([C@H:15]([CH3:16])[CH2:14][OH:25])=[C:18]([F:24])[CH:19]=1. (5) Given the reactants C(O)(=O)C.[CH:5]([NH2:7])=[NH:6].Br[CH:9]([CH3:15])[C:10]([CH:12]1[CH2:14][CH2:13]1)=O.C(N(CC)CC)C, predict the reaction product. The product is: [CH:12]1([C:10]2[N:6]=[CH:5][NH:7][C:9]=2[CH3:15])[CH2:14][CH2:13]1. (6) The product is: [C:1]([Si:5]([C:40]([CH3:43])([CH3:42])[CH3:41])([C:34]1[CH:39]=[CH:38][CH:37]=[CH:36][CH:35]=1)[O:6][CH2:7][CH:8]([CH3:33])[O:9][C:10]1[CH:11]=[C:12]([O:22][C:23]2[CH:28]=[CH:27][C:26]([S:29]([CH3:32])(=[O:31])=[O:30])=[CH:25][CH:24]=2)[CH:13]=[C:14]2[C:18]=1[NH:17][C:16]([C:19]([NH2:46])=[O:21])=[CH:15]2)([CH3:3])([CH3:2])[CH3:4]. Given the reactants [C:1]([Si:5]([C:40]([CH3:43])([CH3:42])[CH3:41])([C:34]1[CH:39]=[CH:38][CH:37]=[CH:36][CH:35]=1)[O:6][CH2:7][CH:8]([CH3:33])[O:9][C:10]1[CH:11]=[C:12]([O:22][C:23]2[CH:28]=[CH:27][C:26]([S:29]([CH3:32])(=[O:31])=[O:30])=[CH:25][CH:24]=2)[CH:13]=[C:14]2[C:18]=1[NH:17][C:16]([C:19]([OH:21])=O)=[CH:15]2)([CH3:4])([CH3:3])[CH3:2].Cl.C[N:46](C)CCCN=C=NCC.[NH4+].ON1C2C=CC=CC=2N=N1.CN(C)C=O, predict the reaction product. (7) The product is: [Br:19][CH:2]([CH3:3])[C:1]([C:5]1[CH:6]=[CH:7][C:8]([NH:11][C:12](=[O:18])[O:13][C:14]([CH3:17])([CH3:16])[CH3:15])=[N:9][CH:10]=1)=[O:4]. Given the reactants [C:1]([C:5]1[CH:6]=[CH:7][C:8]([NH:11][C:12](=[O:18])[O:13][C:14]([CH3:17])([CH3:16])[CH3:15])=[N:9][CH:10]=1)(=[O:4])[CH2:2][CH3:3].[BrH:19].BrBr.C(=O)(O)[O-].[Na+], predict the reaction product. (8) Given the reactants [Cl-].[CH3:2][O:3]C[P+](C1C=CC=CC=1)(C1C=CC=CC=1)C1C=CC=CC=1.[C:24]12([C:31](=O)[CH:30]3[CH2:33][CH:27]1[CH2:28][CH2:29]3)[CH2:26][CH2:25]2.Cl, predict the reaction product. The product is: [C:24]12([CH:31]([CH:2]=[O:3])[CH:30]3[CH2:33][CH:27]1[CH2:28][CH2:29]3)[CH2:26][CH2:25]2. (9) The product is: [C:15]([C:19]1[CH:20]=[CH:21][C:22]([NH:23][C:12]([C:9]2[O:10][C:11]3[C:3]([O:2][CH3:1])=[CH:4][CH:5]=[CH:6][C:7]=3[CH:8]=2)=[O:14])=[CH:24][CH:25]=1)([CH3:18])([CH3:16])[CH3:17]. Given the reactants [CH3:1][O:2][C:3]1[C:11]2[O:10][C:9]([C:12]([OH:14])=O)=[CH:8][C:7]=2[CH:6]=[CH:5][CH:4]=1.[C:15]([C:19]1[CH:25]=[CH:24][C:22]([NH2:23])=[CH:21][CH:20]=1)([CH3:18])([CH3:17])[CH3:16], predict the reaction product.